From a dataset of Reaction yield outcomes from USPTO patents with 853,638 reactions. Predict the reaction yield, written as a fraction of the theoretical maximum amount of product (1.0 means a 100% yield; for example, 0.34 means a 34% yield). (1) The reactants are [CH3:1][N:2]1[C:6]([C:7]([F:10])([F:9])[F:8])=[CH:5][C:4]([NH:11][C:12](=[O:20])OC2C=CC=CC=2)=[N:3]1.[CH3:21][O:22][C:23]1[CH:24]=[C:25]2[C:30](=[CH:31][C:32]=1[O:33][CH2:34][CH2:35][O:36][CH3:37])[N:29]=[CH:28][N:27]=[C:26]2[O:38][C:39]1[CH:40]=[C:41]([CH:43]=[CH:44][CH:45]=1)[NH2:42].C(N(CC)C(C)C)(C)C. The catalyst is C1COCC1. The product is [CH3:21][O:22][C:23]1[CH:24]=[C:25]2[C:30](=[CH:31][C:32]=1[O:33][CH2:34][CH2:35][O:36][CH3:37])[N:29]=[CH:28][N:27]=[C:26]2[O:38][C:39]1[CH:40]=[C:41]([NH:42][C:12]([NH:11][C:4]2[CH:5]=[C:6]([C:7]([F:8])([F:9])[F:10])[N:2]([CH3:1])[N:3]=2)=[O:20])[CH:43]=[CH:44][CH:45]=1. The yield is 0.130. (2) The reactants are [CH2:1]([C:5]1[O:6][C:7]2[CH:21]=[CH:20][CH:19]=[CH:18][C:8]=2[C:9]=1[CH2:10][C:11]1[CH:16]=[CH:15][C:14]([OH:17])=[CH:13][CH:12]=1)[CH2:2][CH2:3][CH3:4].Cl[S:23]([C:26]1[CH:34]=[CH:33][C:29]([C:30]([OH:32])=[O:31])=[C:28]([OH:35])[CH:27]=1)(=[O:25])=[O:24]. No catalyst specified. The product is [CH2:1]([C:5]1[O:6][C:7]2[CH:21]=[CH:20][CH:19]=[CH:18][C:8]=2[C:9]=1[CH2:10][C:11]1[CH:12]=[CH:13][C:14]([O:17][S:23]([C:26]2[CH:34]=[CH:33][C:29]([C:30]([OH:32])=[O:31])=[C:28]([OH:35])[CH:27]=2)(=[O:25])=[O:24])=[CH:15][CH:16]=1)[CH2:2][CH2:3][CH3:4]. The yield is 0.860. (3) The reactants are [N+]([C:4]1[CH:11]=[CH:10][CH:9]=[C:8]([N+:12]([O-:14])=[O:13])[C:5]=1[C:6]#[N:7])([O-])=O.[CH3:15][O:16][C:17]1[CH:18]=[C:19]([CH:22]=[CH:23][CH:24]=1)[CH2:20][OH:21]. No catalyst specified. The product is [CH3:15][O:16][C:17]1[CH:18]=[C:19]([CH:22]=[CH:23][CH:24]=1)[CH2:20][O:21][C:4]1[CH:11]=[CH:10][CH:9]=[C:8]([N+:12]([O-:14])=[O:13])[C:5]=1[C:6]#[N:7]. The yield is 0.830. (4) The reactants are [H-].[Na+].[F:3][C:4]1[CH:5]=[C:6]([CH:11]([OH:16])[C:12]([F:15])([F:14])[F:13])[CH:7]=[CH:8][C:9]=1[F:10].[Cl:17][C:18]1[CH:23]=[C:22](Cl)[N:21]=[CH:20][N:19]=1. The catalyst is C1COCC1. The product is [Cl:17][C:18]1[CH:23]=[C:22]([O:16][CH:11]([C:6]2[CH:7]=[CH:8][C:9]([F:10])=[C:4]([F:3])[CH:5]=2)[C:12]([F:13])([F:14])[F:15])[N:21]=[CH:20][N:19]=1. The yield is 0.700. (5) The reactants are [CH3:1][C:2]1[N:7]=[C:6]([OH:8])[CH:5]=[C:4]([CH3:9])[N:3]=1.Br[CH2:11][C:12]([O:14][CH3:15])=[O:13].C(=O)([O-])[O-].[Cs+].[Cs+]. The catalyst is C(#N)C. The product is [CH3:1][C:2]1[N:7]=[C:6]([O:8][CH2:11][C:12]([O:14][CH3:15])=[O:13])[CH:5]=[C:4]([CH3:9])[N:3]=1. The yield is 0.360. (6) The reactants are Br[C:2]1[CH:7]=[CH:6][CH:5]=[CH:4][N:3]=1.[CH2:8]([C:12]1[S:13][C:14]2[C:20]([Cl:21])=[CH:19][CH:18]=[C:17]([CH3:22])[C:15]=2[N:16]=1)[CH2:9][C:10]#[CH:11]. No catalyst specified. The product is [Cl:21][C:20]1[C:14]2[S:13][C:12]([CH2:8][CH2:9][C:10]#[C:11][C:2]3[CH:7]=[CH:6][CH:5]=[CH:4][N:3]=3)=[N:16][C:15]=2[C:17]([CH3:22])=[CH:18][CH:19]=1. The yield is 0.0700. (7) The reactants are [CH3:1][Li].[Br:3][C:4]1[CH:5]=[CH:6][C:7]([Cl:12])=[C:8]([CH:11]=1)[CH:9]=[O:10]. The catalyst is C1COCC1. The product is [Br:3][C:4]1[CH:5]=[CH:6][C:7]([Cl:12])=[C:8]([CH:9]([OH:10])[CH3:1])[CH:11]=1. The yield is 0.910. (8) The reactants are Br[C:2]1[O:6][C:5]([C:7]2[C:12]([F:13])=[CH:11][CH:10]=[CH:9][C:8]=2[F:14])=[N:4][C:3]=1[C:15]#[N:16].[O:17]1[CH2:22][CH2:21][N:20]([C:23]2[CH:29]=[CH:28][C:26]([NH2:27])=[CH:25][CH:24]=2)[CH2:19][CH2:18]1.[O-]P([O-])([O-])=O.[K+].[K+].[K+]. The catalyst is CN(C=O)C.CCOC(C)=O.C([O-])(=O)C.[Pd+2].C([O-])(=O)C. The product is [F:14][C:8]1[CH:9]=[CH:10][CH:11]=[C:12]([F:13])[C:7]=1[C:5]1[O:6][C:2]([NH:27][C:26]2[CH:25]=[CH:24][C:23]([N:20]3[CH2:21][CH2:22][O:17][CH2:18][CH2:19]3)=[CH:29][CH:28]=2)=[C:3]([C:15]#[N:16])[N:4]=1. The yield is 0.260. (9) The yield is 0.990. The catalyst is CC(C)=O. The product is [C:14]([OH:16])(=[O:15])[CH2:13][OH:20].[C:22]([N:11]([C:1]([O:3][CH2:4][C:5]1[CH:10]=[CH:9][CH:8]=[CH:7][CH:6]=1)=[O:2])[CH2:12][CH2:13][C:14]([OH:16])=[O:15])([CH3:25])([CH3:24])[CH3:23]. The reactants are [C:1]([NH:11][CH2:12][CH2:13][C:14]([OH:16])=[O:15])([O:3][CH2:4][C:5]1[CH:10]=[CH:9][CH:8]=[CH:7][CH:6]=1)=[O:2].BrCC(O[C:22]([CH3:25])([CH3:24])[CH3:23])=[O:20].C([O-])([O-])=O.[K+].[K+]. (10) The reactants are C([S:4][CH:5]1[CH2:8][N:7]([C:9]2[S:10][CH:11]=[C:12]([C:14](=[O:35])[NH:15][CH:16]3[CH2:21][CH2:20][N:19]([C:22]([O:24][CH2:25][C:26]4[CH:31]=[CH:30][C:29]([N+:32]([O-:34])=[O:33])=[CH:28][CH:27]=4)=[O:23])[CH2:18][CH2:17]3)[N:13]=2)[CH2:6]1)(=O)C.C(O)(=O)C.NN.C1(P(O[C:57]2[C@H:58]([CH3:81])[C@H:59]3[C@@H:76]([C@H:77]([OH:79])[CH3:78])[C:75](=[O:80])[N:60]3[C:61]=2[C:62]([O:64][CH2:65][C:66]2[CH:71]=[CH:70][C:69]([N+:72]([O-:74])=[O:73])=[CH:68][CH:67]=2)=[O:63])(C2C=CC=CC=2)=O)C=CC=CC=1.C(N(C(C)C)CC)(C)C.C(=O)([O-])O.[Na+]. The catalyst is CN(C)C=O.C(#N)C.C(OCC)(=O)C. The product is [N+:32]([C:29]1[CH:30]=[CH:31][C:26]([CH2:25][O:24][C:22]([N:19]2[CH2:18][CH2:17][CH:16]([NH:15][C:14]([C:12]3[N:13]=[C:9]([N:7]4[CH2:6][CH:5]([S:4][C:57]5[C@H:58]([CH3:81])[C@@H:59]6[C@@H:76]([C@H:77]([OH:79])[CH3:78])[C:75](=[O:80])[N:60]6[C:61]=5[C:62]([O:64][CH2:65][C:66]5[CH:71]=[CH:70][C:69]([N+:72]([O-:74])=[O:73])=[CH:68][CH:67]=5)=[O:63])[CH2:8]4)[S:10][CH:11]=3)=[O:35])[CH2:21][CH2:20]2)=[O:23])=[CH:27][CH:28]=1)([O-:34])=[O:33]. The yield is 0.850.